This data is from Forward reaction prediction with 1.9M reactions from USPTO patents (1976-2016). The task is: Predict the product of the given reaction. (1) The product is: [CH3:1][O:2][C:3](=[O:25])[C@@H:4]([O:22][CH2:23][CH3:24])[CH2:5][C:6]1[CH:11]=[CH:10][C:9]([OH:12])=[CH:8][C:7]=1[CH2:20][CH3:21]. Given the reactants [CH3:1][O:2][C:3](=[O:25])[C@@H:4]([O:22][CH2:23][CH3:24])[CH2:5][C:6]1[CH:11]=[CH:10][C:9]([O:12]CC2C=CC=CC=2)=[CH:8][C:7]=1[CH2:20][CH3:21], predict the reaction product. (2) The product is: [C:14]1(=[O:15])[C:1]2[C:10]3[CH:9]=[CH:8][CH:7]=[CH:6][C:5]=3[CH:4]=[CH:3][C:2]=2[NH:11][C:13]1=[O:12]. Given the reactants [CH:1]1[C:10]2[C:5](=[CH:6][CH:7]=[CH:8][CH:9]=2)[CH:4]=[CH:3][C:2]=1[NH2:11].[O:12]=[C:13](C(OCC)=O)[C:14](OCC)=[O:15].[OH-].[K+], predict the reaction product. (3) The product is: [Cl:1][C:2]1[CH:7]=[CH:6][C:5]([C:8]2[CH:13]=[N:12][N:11]3[C:14](=[O:17])[N:15]([CH2:26][C@H:27]([OH:25])[CH2:28][CH2:29][CH2:30][CH3:31])[N:16]=[C:10]3[C:9]=2[C:18]2[CH:23]=[CH:22][C:21]([Cl:24])=[CH:20][CH:19]=2)=[CH:4][CH:3]=1. Given the reactants [Cl:1][C:2]1[CH:7]=[CH:6][C:5]([C:8]2[CH:13]=[N:12][N:11]3[C:14](=[O:17])[NH:15][N:16]=[C:10]3[C:9]=2[C:18]2[CH:23]=[CH:22][C:21]([Cl:24])=[CH:20][CH:19]=2)=[CH:4][CH:3]=1.[O:25]1[C@H:27]([CH2:28][CH2:29][CH2:30][CH3:31])[CH2:26]1.C([O-])([O-])=O.[K+].[K+], predict the reaction product. (4) Given the reactants C(OC(N[C:9]1[CH:10]=[N:11][C:12]2[C:17]([CH:18]=1)=[C:16]([O:19][CH3:20])[CH:15]=[CH:14][CH:13]=2)=O)(C)(C)C.N([O-])=O.[Na+].C(Cl)Cl.[BrH:28], predict the reaction product. The product is: [Br:28][C:9]1[CH:10]=[N:11][C:12]2[C:17]([CH:18]=1)=[C:16]([O:19][CH3:20])[CH:15]=[CH:14][CH:13]=2. (5) Given the reactants [CH3:1][O:2][C:3]([C@@H:5]1[CH2:9][C@@H:8]([S:10]([CH2:13][CH:14]2[CH2:16][CH2:15]2)(=[O:12])=[O:11])[CH2:7][N:6]1[C:17](=S)[CH2:18][C:19](=O)[CH3:20])=[O:4].[F:23][C:24]([F:29])([F:28])[CH2:25][NH:26][NH2:27], predict the reaction product. The product is: [CH3:1][O:2][C:3]([C@@H:5]1[CH2:9][C@@H:8]([S:10]([CH2:13][CH:14]2[CH2:16][CH2:15]2)(=[O:12])=[O:11])[CH2:7][N:6]1[C:17]1[N:26]([CH2:25][C:24]([F:29])([F:28])[F:23])[N:27]=[C:19]([CH3:20])[CH:18]=1)=[O:4]. (6) The product is: [Br:1][C:2]1[CH:7]=[CH:6][CH:5]=[CH:4][C:3]=1[C:8]1[N:22]=[C:23]([C:24]#[N:25])[C:26]([C:27]#[N:28])=[N:29][C:9]=1[C:11]1[CH:16]=[CH:15][C:14](=[O:17])[N:13]([CH:18]([CH3:20])[CH3:19])[N:12]=1. Given the reactants [Br:1][C:2]1[CH:7]=[CH:6][CH:5]=[CH:4][C:3]=1[C:8](=O)[C:9]([C:11]1[CH:16]=[CH:15][C:14](=[O:17])[N:13]([CH:18]([CH3:20])[CH3:19])[N:12]=1)=O.[NH2:22]/[C:23](=[C:26](\[NH2:29])/[C:27]#[N:28])/[C:24]#[N:25].CS(C)=O, predict the reaction product. (7) The product is: [CH3:13][N:3]([CH3:2])[C:4]1[CH:5]=[C:6]([C:7]([N:28]2[CH2:33][CH2:32][CH2:31][C:30](=[O:34])[CH2:29]2)=[O:9])[CH:10]=[CH:11][N:12]=1. Given the reactants Cl.[CH3:2][N:3]([CH3:13])[C:4]1[CH:5]=[C:6]([CH:10]=[CH:11][N:12]=1)[C:7]([OH:9])=O.C(N(CC)CC)C.CCCP(=O)=O.Cl.[NH:28]1[CH2:33][CH2:32][CH2:31][C:30](=[O:34])[CH2:29]1, predict the reaction product. (8) Given the reactants [I:1][C:2]1[CH:3]=[C:4]2[C:8](=[CH:9][CH:10]=1)[NH:7][C:6](=[O:11])[C:5]2=[N:12][NH:13][C:14]([C:16]1[CH:21]=[CH:20][C:19]([NH:22][C:23](=[O:34])[CH2:24][CH2:25][CH2:26][CH2:27][CH2:28][CH2:29][C:30]([O:32]C)=[O:31])=[CH:18][CH:17]=1)=[O:15].[OH-].[Na+], predict the reaction product. The product is: [I:1][C:2]1[CH:3]=[C:4]2[C:8](=[CH:9][CH:10]=1)[NH:7][C:6](=[O:11])[C:5]2=[N:12][NH:13][C:14]([C:16]1[CH:17]=[CH:18][C:19]([NH:22][C:23](=[O:34])[CH2:24][CH2:25][CH2:26][CH2:27][CH2:28][CH2:29][C:30]([OH:32])=[O:31])=[CH:20][CH:21]=1)=[O:15]. (9) Given the reactants [F:1][C:2]1[CH:10]=[CH:9][C:8]([CH:11]([OH:13])[CH3:12])=[CH:7][C:3]=1[C:4]([OH:6])=O.[C:14]([O:18][C:19]([N:21]1[CH2:27][CH2:26][CH2:25][NH:24][CH2:23][CH2:22]1)=[O:20])([CH3:17])([CH3:16])[CH3:15].C(N(CC)CC)C, predict the reaction product. The product is: [C:14]([O:18][C:19]([N:21]1[CH2:27][CH2:26][CH2:25][N:24]([C:4](=[O:6])[C:3]2[CH:7]=[C:8]([CH:11]([OH:13])[CH3:12])[CH:9]=[CH:10][C:2]=2[F:1])[CH2:23][CH2:22]1)=[O:20])([CH3:17])([CH3:15])[CH3:16].